This data is from Forward reaction prediction with 1.9M reactions from USPTO patents (1976-2016). The task is: Predict the product of the given reaction. (1) Given the reactants Cl.Cl[CH2:3][CH2:4][NH2:5].C(#N)C.[S:9](Cl)(Cl)(=[O:11])=[O:10].[NH2:14][C:15]1[CH:25]=[CH:24][C:18]([C:19]([O:21][CH2:22][CH3:23])=[O:20])=[CH:17][CH:16]=1, predict the reaction product. The product is: [O:10]=[S:9]1(=[O:11])[NH:5][CH2:4][CH2:3][N:14]1[C:15]1[CH:16]=[CH:17][C:18]([C:19]([O:21][CH2:22][CH3:23])=[O:20])=[CH:24][CH:25]=1. (2) Given the reactants [B][B][B][B][B][B][B][B][B][B].[N+:11]([C:14]1[CH:28]=[CH:27][CH:26]=[CH:25][C:15]=1[C:16]([NH:18][C:19]1[CH:24]=[CH:23][CH:22]=[CH:21][CH:20]=1)=[O:17])([O-])=O, predict the reaction product. The product is: [NH2:11][C:14]1[CH:28]=[CH:27][CH:26]=[CH:25][C:15]=1[C:16]([NH:18][C:19]1[CH:24]=[CH:23][CH:22]=[CH:21][CH:20]=1)=[O:17]. (3) Given the reactants [F:1][C:2]1[CH:3]=[C:4]([C:9]2[CH:10]=[C:11]([CH2:20]OS(C)(=O)=O)[C:12](=[O:19])[N:13]([CH2:15][CH:16]([CH3:18])[CH3:17])[N:14]=2)[CH:5]=[CH:6][C:7]=1[CH3:8].[CH3:26][NH:27][CH3:28], predict the reaction product. The product is: [CH3:26][N:27]([CH2:20][C:11]1[C:12](=[O:19])[N:13]([CH2:15][CH:16]([CH3:18])[CH3:17])[N:14]=[C:9]([C:4]2[CH:5]=[CH:6][C:7]([CH3:8])=[C:2]([F:1])[CH:3]=2)[CH:10]=1)[CH3:28]. (4) Given the reactants [F:1][C:2]([F:28])([F:27])[S:3][C:4]1[CH:5]=[C:6]([NH:10][C:11]([C:13]2[CH:18]=[CH:17][CH:16]=[CH:15][C:14]=2[NH:19][C:20](=[O:26])[O:21][C:22]([CH3:25])([CH3:24])[CH3:23])=[O:12])[CH:7]=[CH:8][CH:9]=1.C(Cl)Cl.C(#N)C.I([O-])(=O)(=O)=[O:36].[Na+].[OH2:41], predict the reaction product. The product is: [F:28][C:2]([F:27])([F:1])[S:3]([C:4]1[CH:5]=[C:6]([NH:10][C:11]([C:13]2[CH:18]=[CH:17][CH:16]=[CH:15][C:14]=2[NH:19][C:20](=[O:26])[O:21][C:22]([CH3:25])([CH3:23])[CH3:24])=[O:12])[CH:7]=[CH:8][CH:9]=1)(=[O:36])=[O:41]. (5) Given the reactants Cl[C:2]1[N:7]=[C:6]([NH:8][C:9]2[CH:14]=[CH:13][CH:12]=[CH:11][C:10]=2[S:15]([CH:18]([CH3:20])[CH3:19])(=[O:17])=[O:16])[C:5]([Cl:21])=[CH:4][N:3]=1.[NH2:22][C:23]1[C:36]([O:37][CH3:38])=[CH:35][C:26]2[CH2:27][CH2:28][N:29]([CH2:32][CH2:33][OH:34])[CH2:30][CH2:31][C:25]=2[CH:24]=1, predict the reaction product. The product is: [Cl:21][C:5]1[C:6]([NH:8][C:9]2[CH:14]=[CH:13][CH:12]=[CH:11][C:10]=2[S:15]([CH:18]([CH3:20])[CH3:19])(=[O:17])=[O:16])=[N:7][C:2]([NH:22][C:23]2[C:36]([O:37][CH3:38])=[CH:35][C:26]3[CH2:27][CH2:28][N:29]([CH2:32][CH2:33][OH:34])[CH2:30][CH2:31][C:25]=3[CH:24]=2)=[N:3][CH:4]=1. (6) Given the reactants [Cl:1][C:2]1[CH:29]=[CH:28][C:27]([C:30]#[N:31])=[CH:26][C:3]=1[O:4][C:5]1[N:17]=[C:16]([C:18]2[CH:23]=[C:22]([F:24])[CH:21]=[C:20]([F:25])[CH:19]=2)[CH:15]=[CH:14][C:6]=1[C:7]([O:9]C(C)(C)C)=[O:8], predict the reaction product. The product is: [Cl:1][C:2]1[CH:29]=[CH:28][C:27]([C:30]#[N:31])=[CH:26][C:3]=1[O:4][C:5]1[N:17]=[C:16]([C:18]2[CH:23]=[C:22]([F:24])[CH:21]=[C:20]([F:25])[CH:19]=2)[CH:15]=[CH:14][C:6]=1[C:7]([OH:9])=[O:8]. (7) Given the reactants [CH2:13]([O:8][C:9]1[CH:16]=[CH:15][C:12]([CH:13]=[O:8])=[CH:11][CH:10]=1)[C:12]1[CH:15]=[CH:16][CH:9]=[CH:10][CH:11]=1.C(OP([CH:25]([O:31][CH2:32][CH2:33][CH2:34][CH2:35][CH2:36][CH3:37])[C:26]([O:28][CH2:29][CH3:30])=[O:27])(OCC)=O)C, predict the reaction product. The product is: [CH2:32]([O:31][CH:25]([CH2:13][C:12]1[CH:11]=[CH:10][C:9]([OH:8])=[CH:16][CH:15]=1)[C:26]([O:28][CH2:29][CH3:30])=[O:27])[CH2:33][CH2:34][CH2:35][CH2:36][CH3:37]. (8) Given the reactants [C:1]1([CH2:7][NH:8][C@@H:9]([C:12]([OH:14])=[O:13])[CH2:10][OH:11])[CH:6]=[CH:5][CH:4]=[CH:3][CH:2]=1.C([O-])([O-])=O.[K+].[K+].Cl[CH2:22][C:23](Cl)=[O:24].[OH-].[Na+], predict the reaction product. The product is: [O:24]=[C:23]1[N:8]([CH2:7][C:1]2[CH:2]=[CH:3][CH:4]=[CH:5][CH:6]=2)[C@@H:9]([C:12]([OH:14])=[O:13])[CH2:10][O:11][CH2:22]1. (9) Given the reactants C([O:8][C:9]1[CH:14]=[CH:13][C:12]([CH:15]([OH:32])[CH2:16][N:17](CC2C=CC=CC=2)CC2C=CC=CC=2)=[CH:11][C:10]=1[NH:33][S:34]([CH3:37])(=[O:36])=[O:35])C1C=CC=CC=1, predict the reaction product. The product is: [NH2:17][CH2:16][CH:15]([C:12]1[CH:13]=[CH:14][C:9]([OH:8])=[C:10]([NH:33][S:34]([CH3:37])(=[O:36])=[O:35])[CH:11]=1)[OH:32].